This data is from Reaction yield outcomes from USPTO patents with 853,638 reactions. The task is: Predict the reaction yield, written as a fraction of the theoretical maximum amount of product (1.0 means a 100% yield; for example, 0.34 means a 34% yield). (1) The reactants are [Br:1][CH2:2][C:3]1[C:12]2[C:7](=[CH:8][CH:9]=[CH:10][CH:11]=2)[C:6]([C:13]#N)=[CH:5][CH:4]=1.CC(C[AlH]CC(C)C)C.Cl.[OH2:25]. The catalyst is C1(C)C=CC=CC=1. The product is [Br:1][CH2:2][C:3]1[C:12]2[C:7](=[CH:8][CH:9]=[CH:10][CH:11]=2)[C:6]([CH:13]=[O:25])=[CH:5][CH:4]=1. The yield is 0.880. (2) The reactants are [CH3:1][N:2]1[CH2:6][CH2:5][N:4]([C:7]2[C:15]3[C:10](=[CH:11][N:12]=[C:13]([C:16]4[CH:17]=[N:18][CH:19]=[CH:20][CH:21]=4)[CH:14]=3)[N:9](C3CCCCO3)[N:8]=2)[C:3]1=[O:28]. The catalyst is Cl.O1CCOCC1. The product is [CH3:1][N:2]1[CH2:6][CH2:5][N:4]([C:7]2[C:15]3[C:10](=[CH:11][N:12]=[C:13]([C:16]4[CH:17]=[N:18][CH:19]=[CH:20][CH:21]=4)[CH:14]=3)[NH:9][N:8]=2)[C:3]1=[O:28]. The yield is 0.154. (3) The reactants are [Br:1][C:2]1[C:3]([F:12])=[C:4]2[C:10]([NH2:11])=[CH:9][NH:8][C:5]2=[N:6][CH:7]=1.[O:13]1[CH2:17][CH2:16][CH2:15][C@H:14]1[C:18](O)=[O:19].C(N(CC)CC)C.C1N(P(Cl)(N2C(=O)OCC2)=O)C(=O)OC1.[Li+].[OH-]. The catalyst is C(Cl)Cl.O. The product is [Br:1][C:2]1[C:3]([F:12])=[C:4]2[C:10]([NH:11][C:18]([C@@H:14]3[CH2:15][CH2:16][CH2:17][O:13]3)=[O:19])=[CH:9][NH:8][C:5]2=[N:6][CH:7]=1. The yield is 0.708. (4) The reactants are [CH2:1]([N:8]([CH2:31][C:32]1[CH:37]=[CH:36][CH:35]=[CH:34][CH:33]=1)[C:9]1([C:12]2[CH:17]=[CH:16][C:15]([C:18]#[C:19][C:20]3[CH:30]=[CH:29][C:23]([C:24]([O:26]CC)=[O:25])=[CH:22][CH:21]=3)=[CH:14][CH:13]=2)[CH2:11][CH2:10]1)[C:2]1[CH:7]=[CH:6][CH:5]=[CH:4][CH:3]=1.[OH-].[Na+]. The catalyst is C(O)C.O1CCCC1. The product is [CH2:31]([N:8]([CH2:1][C:2]1[CH:7]=[CH:6][CH:5]=[CH:4][CH:3]=1)[C:9]1([C:12]2[CH:17]=[CH:16][C:15]([C:18]#[C:19][C:20]3[CH:21]=[CH:22][C:23]([C:24]([OH:26])=[O:25])=[CH:29][CH:30]=3)=[CH:14][CH:13]=2)[CH2:10][CH2:11]1)[C:32]1[CH:33]=[CH:34][CH:35]=[CH:36][CH:37]=1. The yield is 0.930. (5) The product is [I:1][C:2]([F:18])([F:17])[C:3]([F:16])([F:15])[O:4][C:5]([F:14])([F:13])[C:6]([F:12])([F:11])[S:7]([O-:24])(=[O:9])=[O:8].[C:41]1([S+:34]([C:28]2[CH:29]=[CH:30][CH:31]=[CH:32][CH:33]=2)[C:35]2[CH:40]=[CH:39][CH:38]=[CH:37][CH:36]=2)[CH:42]=[CH:43][CH:44]=[CH:45][CH:46]=1. The reactants are [I:1][C:2]([F:18])([F:17])[C:3]([F:16])([F:15])[O:4][C:5]([F:14])([F:13])[C:6]([F:12])([F:11])[S:7](F)(=[O:9])=[O:8].[OH-].[K+].C1C[O:24]CC1.O.[Br-].[C:28]1([S+:34]([C:41]2[CH:46]=[CH:45][CH:44]=[CH:43][CH:42]=2)[C:35]2[CH:40]=[CH:39][CH:38]=[CH:37][CH:36]=2)[CH:33]=[CH:32][CH:31]=[CH:30][CH:29]=1. The yield is 0.820. The catalyst is O.C(Cl)Cl. (6) The reactants are [F:1][C:2]1[CH:3]=[CH:4][C:5]([CH3:32])=[C:6]([CH:31]=1)[O:7][CH2:8][C:9]1[C:18]([C:19]2[CH:24]=[CH:23][C:22]([OH:25])=[CH:21][C:20]=2[O:26][CH3:27])=[CH:17][CH:16]=[C:15]2[C:10]=1[C:11]([CH3:30])=[CH:12][C:13]([CH3:29])([CH3:28])[NH:14]2.C(=O)([O-])[O-].[K+].[K+].[CH2:39](Br)[C:40]1[CH:45]=[CH:44][CH:43]=[CH:42][CH:41]=1.C(OCC)(=O)C. The catalyst is CN(C)C=O. The product is [CH2:39]([O:25][C:22]1[CH:23]=[CH:24][C:19]([C:18]2[C:9]([CH2:8][O:7][C:6]3[CH:31]=[C:2]([F:1])[CH:3]=[CH:4][C:5]=3[CH3:32])=[C:10]3[C:15](=[CH:16][CH:17]=2)[NH:14][C:13]([CH3:28])([CH3:29])[CH:12]=[C:11]3[CH3:30])=[C:20]([O:26][CH3:27])[CH:21]=1)[C:40]1[CH:45]=[CH:44][CH:43]=[CH:42][CH:41]=1. The yield is 0.190. (7) The product is [CH3:13][O:14][C:15](=[O:26])[CH:16]([C:17]1[CH:22]=[CH:21][C:20]([S:23][CH3:24])=[C:19]([Cl:25])[CH:18]=1)[CH2:28][CH:29]1[CH2:33][CH2:32][C:31]2([O:34][CH2:35][CH2:36][CH2:37][O:38]2)[CH2:30]1. The catalyst is O1CCCC1.CN1CCCN(C)C1=O. The reactants are C(NC(C)C)(C)C.C([Li])CCC.[CH3:13][O:14][C:15](=[O:26])[CH2:16][C:17]1[CH:22]=[CH:21][C:20]([S:23][CH3:24])=[C:19]([Cl:25])[CH:18]=1.I[CH2:28][CH:29]1[CH2:33][CH2:32][C:31]2([O:38][CH2:37][CH2:36][CH2:35][O:34]2)[CH2:30]1. The yield is 0.560. (8) The yield is 0.930. The product is [O:1]1[CH2:6][CH2:5][CH2:4][C@H:3]([CH2:7]/[CH:8]=[N:11]/[CH3:10])[CH2:2]1. The reactants are [O:1]1[CH2:6][CH2:5][CH2:4][C@H:3]([CH2:7][CH:8]=O)[CH2:2]1.[CH3:10][NH2:11]. The catalyst is CCOCC. (9) The product is [F:1][C:2]([F:12])([F:13])[O:3][C:4]1[CH:11]=[CH:10][C:7]([CH2:8][NH:9][C:14](=[O:16])[CH3:15])=[CH:6][CH:5]=1. The catalyst is CN(C=O)C.C(OCC)(=O)C. The yield is 0.920. The reactants are [F:1][C:2]([F:13])([F:12])[O:3][C:4]1[CH:11]=[CH:10][C:7]([CH2:8][NH2:9])=[CH:6][CH:5]=1.[C:14](O)(=[O:16])[CH3:15].F[B-](F)(F)F.N1(OC(N(C)C)=[N+](C)C)C2C=CC=CC=2N=N1.C(N(CC)C(C)C)(C)C.